This data is from CYP2C9 inhibition data for predicting drug metabolism from PubChem BioAssay. The task is: Regression/Classification. Given a drug SMILES string, predict its absorption, distribution, metabolism, or excretion properties. Task type varies by dataset: regression for continuous measurements (e.g., permeability, clearance, half-life) or binary classification for categorical outcomes (e.g., BBB penetration, CYP inhibition). Dataset: cyp2c9_veith. (1) The drug is CO[C@@H]1COC(=O)CCC[C@H](C)[C@@H](OC)COC(=O)C/C=C\[C@H]1C. The result is 0 (non-inhibitor). (2) The drug is Cc1ccc(N=Nc2c(O)c(S(=O)(=O)O)cc3cc(S(=O)(=O)O)ccc23)c(C)c1. The result is 0 (non-inhibitor). (3) The compound is CCOC(=O)N1CCN(C(=O)c2ccc3c(=O)n(-c4ccc(OC)cc4)c(=S)[nH]c3c2)CC1. The result is 0 (non-inhibitor).